From a dataset of Forward reaction prediction with 1.9M reactions from USPTO patents (1976-2016). Predict the product of the given reaction. (1) Given the reactants [Cl:1][C:2]1[CH:3]=[C:4]([CH:7]=[CH:8][C:9]=1[F:10])[C:5]#[N:6].[NH4+]=[S:12].O, predict the reaction product. The product is: [Cl:1][C:2]1[CH:3]=[C:4]([CH:7]=[CH:8][C:9]=1[F:10])[C:5]([NH2:6])=[S:12]. (2) Given the reactants [C:1]([C:3]1[CH:12]=[CH:11][C:6]([C:7]([O:9][CH3:10])=[O:8])=[CH:5][CH:4]=1)#[CH:2].Br[C:14](Br)=[CH:15][C:16]1[CH:17]=[N:18][N:19]([CH3:21])[CH:20]=1.CCN(CC)CC, predict the reaction product. The product is: [CH3:21][N:19]1[CH:20]=[C:16]([C:15]#[C:14][C:2]#[C:1][C:3]2[CH:12]=[CH:11][C:6]([C:7]([O:9][CH3:10])=[O:8])=[CH:5][CH:4]=2)[CH:17]=[N:18]1. (3) Given the reactants [C:1](=O)([O-])[O-].[K+].[K+].IC.[C:9]([C:12]1[CH:13]=[C:14]([NH:24][C:25](=[O:30])[C:26]([F:29])([F:28])[F:27])[CH:15]=[C:16]([S:18]([F:23])([F:22])([F:21])([F:20])[F:19])[CH:17]=1)(=[O:11])[CH3:10], predict the reaction product. The product is: [C:9]([C:12]1[CH:13]=[C:14]([N:24]([CH3:1])[C:25](=[O:30])[C:26]([F:29])([F:27])[F:28])[CH:15]=[C:16]([S:18]([F:22])([F:23])([F:21])([F:20])[F:19])[CH:17]=1)(=[O:11])[CH3:10]. (4) Given the reactants [CH2:1]([O:3][C:4]([C:6]1([NH:10][C:11]([C:13]2[CH:22]=[CH:21][C:20]3[C:15](=[CH:16][CH:17]=[CH:18][CH:19]=3)[C:14]=2[OH:23])=[O:12])[CH2:9][CH2:8][CH2:7]1)=[O:5])[CH3:2].C(=O)([O-])[O-].[Cs+].[Cs+].[I-].[Na+].Cl[CH2:33][C:34]1[CH:35]=[CH:36][C:37]([C:40]([F:43])([F:42])[F:41])=[N:38][CH:39]=1, predict the reaction product. The product is: [CH2:1]([O:3][C:4]([C:6]1([NH:10][C:11]([C:13]2[CH:22]=[CH:21][C:20]3[C:15](=[CH:16][CH:17]=[CH:18][CH:19]=3)[C:14]=2[O:23][CH2:33][C:34]2[CH:39]=[N:38][C:37]([C:40]([F:43])([F:41])[F:42])=[CH:36][CH:35]=2)=[O:12])[CH2:9][CH2:8][CH2:7]1)=[O:5])[CH3:2]. (5) Given the reactants [F:1][C:2]1[CH:26]=[CH:25][CH:24]=[CH:23][C:3]=1[CH2:4][N:5]1[CH2:9][CH2:8][N:7]([C@@H:10]([C:18]([CH3:21])([CH3:20])[CH3:19])[C:11]([O:13]C(C)(C)C)=[O:12])[C:6]1=[O:22].FC(F)(F)C(O)=O, predict the reaction product. The product is: [F:1][C:2]1[CH:26]=[CH:25][CH:24]=[CH:23][C:3]=1[CH2:4][N:5]1[CH2:9][CH2:8][N:7]([C@@H:10]([C:18]([CH3:20])([CH3:21])[CH3:19])[C:11]([OH:13])=[O:12])[C:6]1=[O:22]. (6) Given the reactants [C:1]([C:5]1[CH:6]=[C:7]([O:18]CC=C)[CH:8]=[CH:9][C:10]=1[O:11][C:12](=[O:17])[C:13]([CH3:16])([CH3:15])[CH3:14])([CH3:4])([CH3:3])[CH3:2].CN(C)[C:24]1[CH:29]=CC=C[CH:25]=1, predict the reaction product. The product is: [C:1]([C:5]1[C:10]([O:11][C:12](=[O:17])[C:13]([CH3:16])([CH3:14])[CH3:15])=[CH:9][C:8]([CH2:29][CH:24]=[CH2:25])=[C:7]([OH:18])[CH:6]=1)([CH3:3])([CH3:4])[CH3:2]. (7) Given the reactants [CH3:1]NN.[CH:4]1([C:7]2[N:8](C)[N:9]=[C:10]3[CH2:15][CH2:14][N:13]([C:16]([O:18][C:19]([CH3:22])([CH3:21])[CH3:20])=[O:17])[CH2:12][C:11]=23)[CH2:6][CH2:5]1, predict the reaction product. The product is: [CH:4]1([C:7]2[C:11]3[CH2:12][N:13]([C:16]([O:18][C:19]([CH3:22])([CH3:21])[CH3:20])=[O:17])[CH2:14][CH2:15][C:10]=3[N:9]([CH3:1])[N:8]=2)[CH2:6][CH2:5]1.